From a dataset of Reaction yield outcomes from USPTO patents with 853,638 reactions. Predict the reaction yield, written as a fraction of the theoretical maximum amount of product (1.0 means a 100% yield; for example, 0.34 means a 34% yield). (1) The reactants are [F:1][C:2]1[CH:7]=[C:6]([O:8][CH2:9][CH:10]2[CH2:15][CH2:14][N:13]([CH2:16][C:17]3([C:21]([F:24])([F:23])[F:22])[CH2:20][CH2:19][CH2:18]3)[CH2:12][CH2:11]2)[CH:5]=[CH:4][C:3]=1C1C=CC(C(O)=O)=CC=1.[NH:34]1[CH2:38][CH2:37][CH2:36][C@H:35]1[C:39]([NH2:41])=[O:40].F[P-](F)(F)(F)(F)F.N1(O[P+](N(C)C)(N(C)C)N(C)C)[C:53]2[CH:54]=[CH:55][CH:56]=[CH:57][C:52]=2N=N1.O.CN([CH:73]=[O:74])C. No catalyst specified. The product is [F:1][C:2]1[CH:7]=[C:6]([O:8][CH2:9][CH:10]2[CH2:15][CH2:14][N:13]([CH2:16][C:17]3([C:21]([F:22])([F:23])[F:24])[CH2:18][CH2:19][CH2:20]3)[CH2:12][CH2:11]2)[CH:5]=[CH:4][C:3]=1[C:54]1[C:53]([C:73]([N:34]2[CH2:38][CH2:37][CH2:36][C@H:35]2[C:39]([NH2:41])=[O:40])=[O:74])=[CH:52][CH:57]=[CH:56][CH:55]=1. The yield is 0.450. (2) The reactants are [CH3:1][O:2][C:3](=[O:18])[C:4]([C:7]1[CH:12]=[CH:11][C:10]([S:13]([CH3:16])(=[O:15])=[O:14])=[C:9]([Cl:17])[CH:8]=1)=[N+]=[N-].[CH:19]1([OH:25])[CH2:24][CH2:23][CH2:22][CH:21]=[CH:20]1.O. The catalyst is ClCCl.CC(O)=O.CC(O)=O.CC(O)=O.CC(O)=O.[Rh].[Rh]. The product is [CH3:1][O:2][C:3](=[O:18])[CH:4]([C:7]1[CH:12]=[CH:11][C:10]([S:13]([CH3:16])(=[O:15])=[O:14])=[C:9]([Cl:17])[CH:8]=1)[O:25][CH:19]1[CH2:24][CH2:23][CH2:22][CH:21]=[CH:20]1. The yield is 0.580. (3) The reactants are [CH2:1]([CH:3]([CH2:24][CH2:25][CH2:26][CH3:27])[CH2:4][C:5]1([CH2:16][CH:17]([CH2:22][CH3:23])[CH2:18][CH2:19][CH2:20][CH3:21])[C:15]2[CH:14]=[CH:13][S:12][C:11]=2[C:7]2[S:8][CH:9]=[CH:10][C:6]1=2)[CH3:2].[Li]CCCC.[CH2:33]([Sn:37](Cl)([CH2:42]CCC)[CH2:38]CCC)CCC.CCCCCC. The catalyst is C1COCC1. The product is [CH2:1]([CH:3]([CH2:24][CH2:25][CH2:26][CH3:27])[CH2:4][C:5]1([CH2:16][CH:17]([CH2:22][CH3:23])[CH2:18][CH2:19][CH2:20][CH3:21])[C:6]2[CH:10]=[C:9]([Sn:37]([CH3:42])([CH3:38])[CH3:33])[S:8][C:7]=2[C:11]2[S:12][C:13]([Sn:37]([CH3:42])([CH3:38])[CH3:33])=[CH:14][C:15]1=2)[CH3:2]. The yield is 0.940. (4) The reactants are Cl[C:2]1[C:8]2[CH:9]=[C:10]([Cl:13])[CH:11]=[CH:12][C:7]=2[N:6]([CH3:14])[C:5](=[O:15])[CH2:4][N:3]=1.C([O-])([O-])=O.[Na+].[Na+].[N:22]1[CH:27]=[CH:26][CH:25]=[C:24](B(O)O)[CH:23]=1. The yield is 0.640. The catalyst is C1C=CC(P(C2C=CC=CC=2)[C-]2C=CC=C2)=CC=1.C1C=CC(P(C2C=CC=CC=2)[C-]2C=CC=C2)=CC=1.Cl[Pd]Cl.[Fe+2]. The product is [Cl:13][C:10]1[CH:11]=[CH:12][C:7]2[N:6]([CH3:14])[C:5](=[O:15])[CH2:4][N:3]=[C:2]([C:24]3[CH:23]=[N:22][CH:27]=[CH:26][CH:25]=3)[C:8]=2[CH:9]=1. (5) The reactants are [C:1]([C:4]1[CH:9]=[CH:8][C:7]([F:10])=[CH:6][C:5]=1[S:11][C:12](=[O:16])N(C)C)(=[O:3])[CH3:2].CC(C)([O-])C.[K+]. The catalyst is C1COCC1. The product is [F:10][C:7]1[CH:6]=[C:5]2[C:4]([C:1]([OH:3])=[CH:2][C:12](=[O:16])[S:11]2)=[CH:9][CH:8]=1. The yield is 0.910. (6) The reactants are [Cl:1][C:2]1[CH:11]=[C:10]2[C:5]([C:6]([N:12]3[CH2:17][CH2:16][NH:15][CH:14]([C:18]([NH2:20])=[O:19])[CH2:13]3)=[N:7][CH:8]=[N:9]2)=[CH:4][C:3]=1[C:21]#[N:22].CCN(CC)CC.[C:30](Cl)(=[O:33])[CH:31]=[CH2:32].O. The catalyst is ClCCl. The product is [C:30]([N:15]1[CH2:16][CH2:17][N:12]([C:6]2[C:5]3[C:10](=[CH:11][C:2]([Cl:1])=[C:3]([C:21]#[N:22])[CH:4]=3)[N:9]=[CH:8][N:7]=2)[CH2:13][CH:14]1[C:18]([NH2:20])=[O:19])(=[O:33])[CH:31]=[CH2:32]. The yield is 0.430. (7) The reactants are C(=O)=O.CC(C)=O.[Cl:8][C:9]1[CH:37]=[CH:36][C:12]2[N:13]([CH2:27][C:28]3[CH:33]=[CH:32][C:31]([O:34][CH3:35])=[CH:30][CH:29]=3)[C:14](=[O:26])[CH2:15][N:16]=[C:17]([C:18]3[CH:23]=[CH:22][C:21]([O:24][CH3:25])=[CH:20][CH:19]=3)[C:11]=2[CH:10]=1.CC([O-])(C)C.[K+].[Br:44][C:45]1[CH:46]=[C:47]([CH:50]=[CH:51][CH:52]=1)[CH2:48]Br. The catalyst is C1COCC1. The product is [Br:44][C:45]1[CH:46]=[C:47]([CH:50]=[CH:51][CH:52]=1)[CH2:48][CH:15]1[C:14](=[O:26])[N:13]([CH2:27][C:28]2[CH:33]=[CH:32][C:31]([O:34][CH3:35])=[CH:30][CH:29]=2)[C:12]2[CH:36]=[CH:37][C:9]([Cl:8])=[CH:10][C:11]=2[C:17]([C:18]2[CH:23]=[CH:22][C:21]([O:24][CH3:25])=[CH:20][CH:19]=2)=[N:16]1. The yield is 0.840.